This data is from Forward reaction prediction with 1.9M reactions from USPTO patents (1976-2016). The task is: Predict the product of the given reaction. (1) Given the reactants [N:1]1([CH2:6][C@@H:7]([O:14][C:15]2[CH:24]=[CH:23][C:22]3[C:21](=[O:25])[CH2:20][CH2:19][CH2:18][C:17]=3[C:16]=2[CH2:26][S:27]([C:30]2[CH:38]=[CH:37][CH:36]=[CH:35][C:31]=2[C:32](O)=[O:33])(=[O:29])=[O:28])[C:8]2[CH:13]=[CH:12][CH:11]=[CH:10][CH:9]=2)[CH:5]=[CH:4][N:3]=[CH:2]1.[CH:39]1([NH2:42])[CH2:41][CH2:40]1, predict the reaction product. The product is: [CH:39]1([NH:42][C:32](=[O:33])[C:31]2[CH:35]=[CH:36][CH:37]=[CH:38][C:30]=2[S:27]([CH2:26][C:16]2[C:17]3[CH2:18][CH2:19][CH2:20][C:21](=[O:25])[C:22]=3[CH:23]=[CH:24][C:15]=2[O:14][C@@H:7]([C:8]2[CH:13]=[CH:12][CH:11]=[CH:10][CH:9]=2)[CH2:6][N:1]2[CH:5]=[CH:4][N:3]=[CH:2]2)(=[O:29])=[O:28])[CH2:41][CH2:40]1. (2) Given the reactants [Cl:1][C:2]1[CH:34]=[CH:33][C:5]([C:6]([N:8]([C@@H:10]2[CH2:15][CH2:14][N:13]([S:16]([CH:19]3[CH2:24][CH2:23][NH:22][CH2:21][CH2:20]3)(=[O:18])=[O:17])[CH2:12][C@H:11]2[C:25]2[CH:30]=[CH:29][C:28]([Cl:31])=[C:27]([Cl:32])[CH:26]=2)[CH3:9])=[O:7])=[CH:4][CH:3]=1.[C:35](Cl)(=[O:37])[CH3:36], predict the reaction product. The product is: [C:35]([N:22]1[CH2:23][CH2:24][CH:19]([S:16]([N:13]2[CH2:14][CH2:15][C@@H:10]([N:8]([CH3:9])[C:6](=[O:7])[C:5]3[CH:4]=[CH:3][C:2]([Cl:1])=[CH:34][CH:33]=3)[C@H:11]([C:25]3[CH:30]=[CH:29][C:28]([Cl:31])=[C:27]([Cl:32])[CH:26]=3)[CH2:12]2)(=[O:17])=[O:18])[CH2:20][CH2:21]1)(=[O:37])[CH3:36]. (3) Given the reactants [CH3:1][C:2]1[CH:3]=[C:4]([CH:19]=[CH:20][C:21]=1[CH3:22])[C:5]([C:7]1[C:16](=[O:17])[C:15]2[C:10](=[CH:11][C:12]([F:18])=[CH:13][CH:14]=2)[NH:9][CH:8]=1)=[O:6].[CH3:23][Si](C)(C)[N-][Si](C)(C)C.[K+].[Br:33][C:34]1[CH:39]=[CH:38][CH:37]=[C:36]([CH2:40]Br)[N:35]=1.O1[CH2:46][CH2:45][CH2:44][CH2:43]1, predict the reaction product. The product is: [Br:33][C:34]1[N:35]=[C:36]([CH2:40][N:9]2[C:10]3[C:15](=[CH:14][CH:13]=[C:12]([F:18])[CH:11]=3)[C:16](=[O:17])[C:7]([C:5](=[O:6])[C:4]3[CH:19]=[CH:20][C:21]([CH3:22])=[C:2]([CH3:1])[CH:3]=3)=[CH:8]2)[CH:37]=[CH:38][CH:39]=1.[CH3:1][C:2]1[CH:3]=[C:4]([CH:19]=[CH:20][C:21]=1[CH3:22])[C:5]([C:7]1[C:16](=[O:17])[C:15]2[C:10](=[CH:11][C:12]([F:18])=[CH:13][CH:14]=2)[N:9]([CH2:43][C:44]2[CH:40]=[CH:36][CH:37]=[C:46]([CH3:23])[CH:45]=2)[CH:8]=1)=[O:6]. (4) Given the reactants B(Br)(Br)Br.[CH:5]1([N:11]2[CH2:15][CH2:14][CH:13]([CH2:16][C:17]3[C:26]4[C:21](=[CH:22][CH:23]=[CH:24][CH:25]=4)[C:20]([O:27]C)=[CH:19][CH:18]=3)[C:12]2=[O:29])[CH2:10][CH2:9][CH2:8][CH2:7][CH2:6]1, predict the reaction product. The product is: [CH:5]1([N:11]2[CH2:15][CH2:14][CH:13]([CH2:16][C:17]3[C:26]4[C:21](=[CH:22][CH:23]=[CH:24][CH:25]=4)[C:20]([OH:27])=[CH:19][CH:18]=3)[C:12]2=[O:29])[CH2:6][CH2:7][CH2:8][CH2:9][CH2:10]1. (5) Given the reactants [F:1][C:2]1[CH:3]=[CH:4][C:5]([CH2:12][C:13]([OH:15])=O)=[C:6]2[C:11]=1[CH:10]=[N:9][CH:8]=[CH:7]2.[Br:16][C:17]1[C:18]([C:23]2[NH:27][N:26]=[CH:25][N:24]=2)=[C:19]([NH2:22])[S:20][CH:21]=1, predict the reaction product. The product is: [Br:16][C:17]1[C:18]([C:23]2[NH:27][N:26]=[CH:25][N:24]=2)=[C:19]([NH:22][C:13](=[O:15])[CH2:12][C:5]2[CH:4]=[CH:3][C:2]([F:1])=[C:11]3[C:6]=2[CH:7]=[CH:8][N:9]=[CH:10]3)[S:20][CH:21]=1. (6) Given the reactants [Cl:1][C:2]1[CH:3]=[C:4]([C:13]2[O:17][N:16]=[C:15]([C:18]3[CH:19]=[CH:20][C:21]4[O:25][C:24]([C:26]5([NH:34]C(=O)OC(C)(C)C)[CH2:31][O:30]C(C)(C)[O:28][CH2:27]5)=[CH:23][C:22]=4[CH:42]=3)[N:14]=2)[CH:5]=[CH:6][C:7]=1[C:8]1[CH:12]=[CH:11][S:10][CH:9]=1.ClC1C=C(C2ON=C(C3C=CC4OC(C5(NC(=O)OC(C)(C)C)COC(C)(C)OC5)=CC=4C=3)N=2)C=CC=1OCCC, predict the reaction product. The product is: [NH2:34][C:26]([C:24]1[O:25][C:21]2[CH:20]=[CH:19][C:18]([C:15]3[N:14]=[C:13]([C:4]4[CH:5]=[CH:6][C:7]([C:8]5[CH:12]=[CH:11][S:10][CH:9]=5)=[C:2]([Cl:1])[CH:3]=4)[O:17][N:16]=3)=[CH:42][C:22]=2[CH:23]=1)([CH2:27][OH:28])[CH2:31][OH:30].